This data is from Full USPTO retrosynthesis dataset with 1.9M reactions from patents (1976-2016). The task is: Predict the reactants needed to synthesize the given product. The reactants are: Br[C:2]1[CH:3]=[C:4]2[C:8](=[C:9]([C:11]([NH2:13])=[O:12])[CH:10]=1)[NH:7][N:6]=[C:5]2[CH:14]1[CH2:19][CH2:18][N:17]([S:20]([CH2:23][CH2:24][CH2:25][O:26][CH3:27])(=[O:22])=[O:21])[CH2:16][CH2:15]1.[OH:28][CH2:29]C1C=C(B(O)O)C=CC=1.C(=O)([O-])[O-].[Cs+].[Cs+]. Given the product [OH:28][CH2:29][C:2]1[CH:3]=[C:4]2[C:8](=[C:9]([C:11]([NH2:13])=[O:12])[CH:10]=1)[NH:7][N:6]=[C:5]2[CH:14]1[CH2:15][CH2:16][N:17]([S:20]([CH2:23][CH2:24][CH2:25][O:26][CH3:27])(=[O:21])=[O:22])[CH2:18][CH2:19]1, predict the reactants needed to synthesize it.